The task is: Predict the product of the given reaction.. This data is from Forward reaction prediction with 1.9M reactions from USPTO patents (1976-2016). (1) Given the reactants [S:1]1[CH:5]=[CH:4][CH:3]=[C:2]1[C:6]([NH:8][C:9]1[CH2:14][CH2:13][CH2:12][CH2:11][C:10]=1[C:15]([O:17]CC)=[O:16])=O.O[Li].O.S1C=CC=C1C(NC1CCCCC=1C(O)=O)=O.CCN=C=NCCCN(C)C.Cl.C1C=CC2N(O)N=NC=2C=1, predict the reaction product. The product is: [S:1]1[CH:5]=[CH:4][CH:3]=[C:2]1[C:6]1[O:17][C:15](=[O:16])[C:10]2[CH2:11][CH2:12][CH2:13][CH2:14][C:9]=2[N:8]=1. (2) Given the reactants [F:1][C:2]1[CH:3]=[CH:4][C:5]([N+:23]([O-])=O)=[C:6]([C:8]2[CH:13]=[CH:12][C:11]([CH2:14][NH:15][C:16](=[O:22])[O:17][C:18]([CH3:21])([CH3:20])[CH3:19])=[CH:10][CH:9]=2)[CH:7]=1, predict the reaction product. The product is: [NH2:23][C:5]1[CH:4]=[CH:3][C:2]([F:1])=[CH:7][C:6]=1[C:8]1[CH:9]=[CH:10][C:11]([CH2:14][NH:15][C:16](=[O:22])[O:17][C:18]([CH3:20])([CH3:19])[CH3:21])=[CH:12][CH:13]=1. (3) The product is: [F:29][C:26]1[CH:25]=[CH:24][C:23]([C:18]2[N:17]=[C:16]([C:14]([OH:15])=[O:13])[CH:21]=[N:20][C:19]=2[O:5][CH2:4][CH:1]2[CH2:3][CH2:2]2)=[CH:28][CH:27]=1. Given the reactants [CH:1]1([CH2:4][OH:5])[CH2:3][CH2:2]1.CC(C)([O-])C.[K+].C[O:13][C:14]([C:16]1[CH:21]=[N:20][C:19](Br)=[C:18]([C:23]2[CH:28]=[CH:27][C:26]([F:29])=[CH:25][CH:24]=2)[N:17]=1)=[O:15], predict the reaction product. (4) Given the reactants C([N:8]([CH2:16][C@H:17]1[N:21]([C:22]2[CH:27]=[CH:26][C:25]([O:28][CH2:29][CH2:30][CH2:31][N:32]3[CH2:36][CH2:35][CH2:34][CH:33]3[CH3:37])=[CH:24][CH:23]=2)[C:20](=[O:38])[CH2:19][CH2:18]1)CC1C=CC=CC=1)C1C=CC=CC=1, predict the reaction product. The product is: [NH2:8][CH2:16][C@H:17]1[N:21]([C:22]2[CH:23]=[CH:24][C:25]([O:28][CH2:29][CH2:30][CH2:31][N:32]3[CH2:36][CH2:35][CH2:34][CH:33]3[CH3:37])=[CH:26][CH:27]=2)[C:20](=[O:38])[CH2:19][CH2:18]1.